From a dataset of Full USPTO retrosynthesis dataset with 1.9M reactions from patents (1976-2016). Predict the reactants needed to synthesize the given product. (1) Given the product [C:14]1([S:11]([N:8]2[C:5]3[N:6]=[N:7][C:2]([C:23]#[C:22][CH2:21][CH2:20][N:24]4[CH:28]=[C:27]([C:29]([O:31][CH3:32])=[O:30])[N:26]=[N:25]4)=[CH:3][C:4]=3[CH:10]=[CH:9]2)(=[O:13])=[O:12])[CH:19]=[CH:18][CH:17]=[CH:16][CH:15]=1, predict the reactants needed to synthesize it. The reactants are: I[C:2]1[N:7]=[N:6][C:5]2[N:8]([S:11]([C:14]3[CH:19]=[CH:18][CH:17]=[CH:16][CH:15]=3)(=[O:13])=[O:12])[CH:9]=[CH:10][C:4]=2[CH:3]=1.[CH2:20]([N:24]1[CH:28]=[C:27]([C:29]([O:31][CH3:32])=[O:30])[N:26]=[N:25]1)[CH2:21][C:22]#[CH:23].CCN(CC)CC. (2) Given the product [CH3:1][O:2][C:3]1[CH:4]=[C:5]([C:6]2[C:15]([CH3:14])([CH2:20][CH2:21][CH3:22])[C:16](=[O:17])[NH:24][N:25]=2)[CH:9]=[CH:10][C:11]=1[O:12][CH3:13], predict the reactants needed to synthesize it. The reactants are: [CH3:1][O:2][C:3]1[CH:4]=[C:5]([CH:9]=[CH:10][C:11]=1[O:12][CH3:13])[C:6](Cl)=O.[CH3:14][CH:15]([CH2:20][CH2:21][CH3:22])[C:16](OC)=[O:17].O.[NH2:24][NH2:25]. (3) Given the product [Cl:7][C:8]1[CH:9]=[CH:10][C:11]([N:14]2[C:18]([CH:19]([CH:23]3[CH2:28][CH2:27][CH2:26][CH2:25][CH2:24]3)[CH2:20][OH:21])=[C:17]3[CH2:29][CH2:30][CH2:31][CH2:32][CH2:33][C:16]3=[N:15]2)=[CH:12][CH:13]=1, predict the reactants needed to synthesize it. The reactants are: B.O1CCCC1.[Cl:7][C:8]1[CH:13]=[CH:12][C:11]([N:14]2[C:18]([CH:19]([CH:23]3[CH2:28][CH2:27][CH2:26][CH2:25][CH2:24]3)[C:20](O)=[O:21])=[C:17]3[CH2:29][CH2:30][CH2:31][CH2:32][CH2:33][C:16]3=[N:15]2)=[CH:10][CH:9]=1.CO.O. (4) Given the product [Cl:1][C:2]1[CH:3]=[CH:4][C:5]([C:8]([CH3:25])([CH2:13][CH2:21][C:20]([O:18][C:15]([CH3:17])([CH3:16])[CH3:14])=[O:23])[C:9]([O:11][CH3:12])=[O:10])=[CH:6][CH:7]=1, predict the reactants needed to synthesize it. The reactants are: [Cl:1][C:2]1[CH:7]=[CH:6][C:5]([CH:8]([CH3:13])[C:9]([O:11][CH3:12])=[O:10])=[CH:4][CH:3]=1.[CH3:14][C:15]([O-:18])([CH3:17])[CH3:16].[K+].[C:20]([O-])(=[O:23])[CH:21]=C.[CH2:25]1COCC1. (5) Given the product [C:16]([O:20][C:21](=[O:40])[N:22]([CH2:29][C:30]1[CH:39]=[CH:38][C:33]2[O:34][CH2:35][CH2:36][O:37][C:32]=2[CH:31]=1)[CH:23]1[CH2:28][CH2:27][N:26]([CH2:13][CH2:12][N:9]2[C:10]3[C:5](=[CH:4][CH:3]=[C:2]([CH3:1])[CH:11]=3)[CH:6]=[CH:7][C:8]2=[O:15])[CH2:25][CH2:24]1)([CH3:19])([CH3:17])[CH3:18], predict the reactants needed to synthesize it. The reactants are: [CH3:1][C:2]1[CH:11]=[C:10]2[C:5]([CH:6]=[CH:7][C:8](=[O:15])[N:9]2[CH2:12][CH:13]=O)=[CH:4][CH:3]=1.[C:16]([O:20][C:21](=[O:40])[N:22]([CH2:29][C:30]1[CH:39]=[CH:38][C:33]2[O:34][CH2:35][CH2:36][O:37][C:32]=2[CH:31]=1)[CH:23]1[CH2:28][CH2:27][NH:26][CH2:25][CH2:24]1)([CH3:19])([CH3:18])[CH3:17].C(O[BH-](OC(=O)C)OC(=O)C)(=O)C.[Na+].C(=O)([O-])O.[Na+]. (6) Given the product [O:1]1[C:6]2[CH:7]=[CH:8][C:9]([N:11]3[CH2:15][CH:14]([CH2:16][CH2:17][CH2:18][CH2:19][C:20]([C:21]4[C:30]5[C:25](=[CH:26][CH:27]=[C:28]([O:31][CH3:32])[N:29]=5)[N:24]=[CH:23][CH:22]=4)=[O:33])[O:13][C:12]3=[O:34])=[CH:10][C:5]=2[O:4][CH2:3][CH2:2]1, predict the reactants needed to synthesize it. The reactants are: [O:1]1[C:6]2[CH:7]=[CH:8][C:9]([N:11]3[CH2:15][CH:14]([CH2:16][CH2:17][CH2:18][CH2:19][CH:20]([OH:33])[C:21]4[C:30]5[C:25](=[CH:26][CH:27]=[C:28]([O:31][CH3:32])[N:29]=5)[N:24]=[CH:23][CH:22]=4)[O:13][C:12]3=[O:34])=[CH:10][C:5]=2[O:4][CH2:3][CH2:2]1.